Predict the reaction yield, written as a fraction of the theoretical maximum amount of product (1.0 means a 100% yield; for example, 0.34 means a 34% yield). From a dataset of Reaction yield outcomes from USPTO patents with 853,638 reactions. (1) The product is [Cl:32][C:33]1[CH:34]=[C:35]([N:40]2[CH2:45][CH2:44][N:43]([C:17]([C:3]3[C:4]([C:7]4[CH:12]=[CH:11][CH:10]=[C:9]([C:13]([F:14])([F:15])[F:16])[CH:8]=4)=[N:5][O:6][C:2]=3[CH3:1])=[O:19])[CH2:42][CH2:41]2)[CH:36]=[CH:37][C:38]=1[Cl:39]. The reactants are [CH3:1][C:2]1[O:6][N:5]=[C:4]([C:7]2[CH:12]=[CH:11][CH:10]=[C:9]([C:13]([F:16])([F:15])[F:14])[CH:8]=2)[C:3]=1[C:17]([OH:19])=O.Cl.C(N=C=NCCCN(C)C)C.[Cl:32][C:33]1[CH:34]=[C:35]([N:40]2[CH2:45][CH2:44][NH:43][CH2:42][CH2:41]2)[CH:36]=[CH:37][C:38]=1[Cl:39]. The yield is 0.680. The catalyst is ClCCl. (2) The reactants are [OH-].[Na+].C([O:5][C:6](=[O:26])[CH2:7][CH2:8][CH2:9][CH2:10][CH2:11][CH2:12][N:13]1[CH:17]=[CH:16][C:15]([C:18]2[CH:23]=[CH:22][CH:21]=[CH:20][C:19]=2[O:24][CH3:25])=[N:14]1)C. The catalyst is CO. The product is [CH3:25][O:24][C:19]1[CH:20]=[CH:21][CH:22]=[CH:23][C:18]=1[C:15]1[CH:16]=[CH:17][N:13]([CH2:12][CH2:11][CH2:10][CH2:9][CH2:8][CH2:7][C:6]([OH:26])=[O:5])[N:14]=1. The yield is 0.890. (3) The reactants are [Cl:1][C:2]1[CH:3]=[C:4]([CH2:9][C:10]([OH:12])=O)[CH:5]=[C:6]([Cl:8])[CH:7]=1.[K+].[CH3:14][O:15][C:16](=[O:21])[CH2:17]C([O-])=O. No catalyst specified. The product is [Cl:8][C:6]1[CH:5]=[C:4]([CH2:9][C:10](=[O:12])[CH2:17][C:16]([O:15][CH3:14])=[O:21])[CH:3]=[C:2]([Cl:1])[CH:7]=1. The yield is 0.780. (4) The reactants are C([O:8][C:9]1[CH:14]=[CH:13][C:12]([N+:15]([O-])=O)=[C:11]([CH3:18])[C:10]=1[F:19])C1C=CC=CC=1.[CH3:20]OC(OC)N(C)C. The catalyst is [Pd]. The product is [F:19][C:10]1[C:9]([OH:8])=[CH:14][CH:13]=[C:12]2[C:11]=1[CH:18]=[CH:20][NH:15]2. The yield is 0.520.